This data is from Forward reaction prediction with 1.9M reactions from USPTO patents (1976-2016). The task is: Predict the product of the given reaction. (1) Given the reactants [CH:1]1([O:6][C:7]2[CH:41]=[CH:40][C:10]([C:11]([C:13]3[CH:33]=[CH:32][C:16]([O:17][CH2:18][C:19]4[CH:24]=[CH:23][C:22](/[CH:25]=[CH:26]/[C:27]([O:29]CC)=[O:28])=[CH:21][CH:20]=4)=[C:15]([CH2:34][CH2:35][C:36]([O:38]C)=[O:37])[CH:14]=3)=[O:12])=[C:9]([OH:42])[CH:8]=2)[CH2:5][CH2:4][CH2:3][CH2:2]1, predict the reaction product. The product is: [CH:1]1([O:6][C:7]2[CH:41]=[CH:40][C:10]([C:11]([C:13]3[CH:33]=[CH:32][C:16]([O:17][CH2:18][C:19]4[CH:24]=[CH:23][C:22](/[CH:25]=[CH:26]/[C:27]([OH:29])=[O:28])=[CH:21][CH:20]=4)=[C:15]([CH2:34][CH2:35][C:36]([OH:38])=[O:37])[CH:14]=3)=[O:12])=[C:9]([OH:42])[CH:8]=2)[CH2:2][CH2:3][CH2:4][CH2:5]1. (2) The product is: [Br:9][C:5]1[C:6]([Cl:8])=[CH:7][C:2]2[N:1]=[CH:13][O:10][C:3]=2[CH:4]=1. Given the reactants [NH2:1][C:2]1[CH:7]=[C:6]([Cl:8])[C:5]([Br:9])=[CH:4][C:3]=1[OH:10].[Yb+3].F[C:13](F)(F)S([O-])(=O)=O.FC(F)(F)S([O-])(=O)=O.FC(F)(F)S([O-])(=O)=O.C(OC)(OC)OC, predict the reaction product.